This data is from Reaction yield outcomes from USPTO patents with 853,638 reactions. The task is: Predict the reaction yield, written as a fraction of the theoretical maximum amount of product (1.0 means a 100% yield; for example, 0.34 means a 34% yield). The reactants are C1C=CC(P(C2C=CC=CC=2)C2C=CC=CC=2)=CC=1.[OH:20][C:21]1[CH:28]=[CH:27][C:24]([C:25]#[N:26])=[CH:23][N:22]=1.[CH:29]1[CH:34]=[CH:33][C:32]([CH2:35]OC(/N=N/C(O[CH2:35][C:32]2[CH:33]=[CH:34][CH:29]=[CH:30][CH:31]=2)=O)=O)=[CH:31][CH:30]=1.[Cl:51][C:52]1[CH:53]=[C:54]([CH:59]2[CH2:63][NH:62][CH2:61][CH:60]2[CH:64](O)[CH3:65])[CH:55]=[CH:56][C:57]=1[Cl:58]. The catalyst is C1COCC1. The product is [CH2:35]([N:62]1[CH2:63][CH:59]([C:54]2[CH:55]=[CH:56][C:57]([Cl:58])=[C:52]([Cl:51])[CH:53]=2)[CH:60]([CH:64]([O:20][C:21]2[CH:28]=[CH:27][C:24]([C:25]#[N:26])=[CH:23][N:22]=2)[CH3:65])[CH2:61]1)[C:32]1[CH:33]=[CH:34][CH:29]=[CH:30][CH:31]=1. The yield is 0.660.